From a dataset of Reaction yield outcomes from USPTO patents with 853,638 reactions. Predict the reaction yield, written as a fraction of the theoretical maximum amount of product (1.0 means a 100% yield; for example, 0.34 means a 34% yield). (1) The reactants are [CH2:1]([C:9]1[CH:14]=[CH:13][C:12]([N:15]2[CH2:20][CH2:19][N:18]([CH2:21][C:22]([O:24]C(C)(C)C)=[O:23])[CH2:17][CH2:16]2)=[CH:11][CH:10]=1)[CH2:2][CH2:3][CH2:4][CH2:5][CH2:6][CH2:7][CH3:8]. The catalyst is C(O)(C(F)(F)F)=O.C(Cl)Cl.CCO. The product is [CH2:1]([C:9]1[CH:14]=[CH:13][C:12]([N:15]2[CH2:20][CH2:19][N:18]([CH2:21][C:22]([OH:24])=[O:23])[CH2:17][CH2:16]2)=[CH:11][CH:10]=1)[CH2:2][CH2:3][CH2:4][CH2:5][CH2:6][CH2:7][CH3:8]. The yield is 0.470. (2) The reactants are [N+:1]([C:4]1[CH:11]=[CH:10][CH:9]=[CH:8][C:5]=1[CH2:6][OH:7])([O-:3])=[O:2].[C:12]1([CH3:22])[CH:17]=[CH:16][C:15]([S:18](Cl)(=[O:20])=[O:19])=[CH:14][CH:13]=1. The catalyst is C(Cl)Cl.C(N(CC)CC)C. The product is [S:18]([C:15]1[CH:16]=[CH:17][C:12]([CH3:22])=[CH:13][CH:14]=1)([O:7][CH2:6][C:5]1[CH:8]=[CH:9][CH:10]=[CH:11][C:4]=1[N+:1]([O-:3])=[O:2])(=[O:20])=[O:19]. The yield is 0.790. (3) The product is [Br:1][C:2]1[CH:3]=[CH:4][C:5]([C:8]([CH3:14])([CH3:13])[C:9]([OH:11])=[O:10])=[N:6][CH:7]=1. The catalyst is CO. The yield is 0.565. The reactants are [Br:1][C:2]1[CH:3]=[CH:4][C:5]([C:8]([CH3:14])([CH3:13])[C:9]([O:11]C)=[O:10])=[N:6][CH:7]=1.[OH-].[Na+]. (4) The reactants are [Br:1][C:2]1[CH:7]=[CH:6][C:5]([NH:8][C:9]2[N:14]3[CH:15]=[N:16][CH:17]=[C:13]3[CH:12]=[CH:11][C:10]=2[C:18]([OH:20])=O)=[C:4]([F:21])[CH:3]=1.C1C=CC2N(O)N=NC=2C=1.CCN=C=NCCCN(C)C.Cl.[NH2:44][O:45][CH2:46][C@@H:47]([OH:49])[CH3:48].CCN(C(C)C)C(C)C. The catalyst is O1CCOCC1.C(OCC)(=O)C. The product is [OH:49][C@@H:47]([CH3:48])[CH2:46][O:45][NH:44][C:18]([C:10]1[CH:11]=[CH:12][C:13]2[N:14]([CH:15]=[N:16][CH:17]=2)[C:9]=1[NH:8][C:5]1[CH:6]=[CH:7][C:2]([Br:1])=[CH:3][C:4]=1[F:21])=[O:20]. The yield is 0.250. (5) The reactants are [CH3:1][O:2][C:3]1[CH:8]=[CH:7][C:6]([Mg]Br)=[CH:5][CH:4]=1.[Br:11][C:12]1[CH:13]=[C:14]([C:18]([C:26]2[CH:31]=[CH:30][CH:29]=[C:28]([F:32])[C:27]=2[C:33]#[N:34])=[N:19]S(C(C)(C)C)=O)[CH:15]=[CH:16][CH:17]=1.Cl. The catalyst is C1COCC1. The product is [Br:11][C:12]1[CH:13]=[C:14]([C:18]2([C:6]3[CH:7]=[CH:8][C:3]([O:2][CH3:1])=[CH:4][CH:5]=3)[C:26]3[C:27](=[C:28]([F:32])[CH:29]=[CH:30][CH:31]=3)[C:33]([NH2:34])=[N:19]2)[CH:15]=[CH:16][CH:17]=1. The yield is 0.950. (6) The reactants are [C:1]([O:4][C@H:5]1[CH2:10][CH2:9][C@@H:8](Cl)[CH:7]=[CH:6]1)(=[O:3])[CH3:2].[N-:12]=[N+:13]=[N-:14].[Na+]. The catalyst is CN(C=O)C.[Cl-].[Na+].O.C(OCC)C.O. The product is [C:1]([O:4][C@H:5]1[CH2:10][CH2:9][C@H:8]([N:12]=[N+:13]=[N-:14])[CH:7]=[CH:6]1)(=[O:3])[CH3:2]. The yield is 0.850. (7) The reactants are CCCC[N+](CCCC)(CCCC)CCCC.[F-].[O:19]1[C:23]2[CH:24]=[CH:25][CH:26]=[CH:27][C:22]=2[CH:21]=[C:20]1[C:28]1[C:29](=[O:64])[NH:30][C:31](=[O:63])[C:32]=1[C:33]1[C:41]2[C:36](=[N:37][CH:38]=[CH:39][CH:40]=2)[N:35]([CH2:42][CH2:43][CH2:44][O:45][Si](C(C)(C)C)(C2C=CC=CC=2)C2C=CC=CC=2)[CH:34]=1. The yield is 0.890. The product is [O:19]1[C:23]2[CH:24]=[CH:25][CH:26]=[CH:27][C:22]=2[CH:21]=[C:20]1[C:28]1[C:29](=[O:64])[NH:30][C:31](=[O:63])[C:32]=1[C:33]1[C:41]2[C:36](=[N:37][CH:38]=[CH:39][CH:40]=2)[N:35]([CH2:42][CH2:43][CH2:44][OH:45])[CH:34]=1. The catalyst is C1COCC1. (8) The reactants are CN(C(ON1N=NC2C=CC=NC1=2)=[N+](C)C)C.F[P-](F)(F)(F)(F)F.[F:25][C:26]1[CH:27]=[C:28]([NH:37][C:38]([C@@H:40]2[NH:49][CH2:48][CH2:47][C:46]3[N:45]=[C:44]([O:50][CH3:51])[CH:43]=[CH:42][C:41]2=3)=[O:39])[CH:29]=[C:30]2[C:34]=1[C:33]([CH3:36])([CH3:35])[CH2:32][CH2:31]2.[CH2:52]([O:59][C:60](=[O:68])[CH2:61][C@H:62]1[CH2:64][C@@H:63]1[C:65](O)=[O:66])[C:53]1[CH:58]=[CH:57][CH:56]=[CH:55][CH:54]=1.CCN(C(C)C)C(C)C. The catalyst is CN(C=O)C.O. The yield is 0.930. The product is [F:25][C:26]1[CH:27]=[C:28]([NH:37][C:38]([C@@H:40]2[N:49]([C:65]([C@H:63]3[CH2:64][C@@H:62]3[CH2:61][C:60]([O:59][CH2:52][C:53]3[CH:54]=[CH:55][CH:56]=[CH:57][CH:58]=3)=[O:68])=[O:66])[CH2:48][CH2:47][C:46]3[N:45]=[C:44]([O:50][CH3:51])[CH:43]=[CH:42][C:41]2=3)=[O:39])[CH:29]=[C:30]2[C:34]=1[C:33]([CH3:35])([CH3:36])[CH2:32][CH2:31]2.